From a dataset of Merck oncology drug combination screen with 23,052 pairs across 39 cell lines. Regression. Given two drug SMILES strings and cell line genomic features, predict the synergy score measuring deviation from expected non-interaction effect. Drug 1: CS(=O)(=O)CCNCc1ccc(-c2ccc3ncnc(Nc4ccc(OCc5cccc(F)c5)c(Cl)c4)c3c2)o1. Drug 2: Cn1c(=O)n(-c2ccc(C(C)(C)C#N)cc2)c2c3cc(-c4cnc5ccccc5c4)ccc3ncc21. Cell line: NCIH1650. Synergy scores: synergy=31.9.